This data is from Reaction yield outcomes from USPTO patents with 853,638 reactions. The task is: Predict the reaction yield, written as a fraction of the theoretical maximum amount of product (1.0 means a 100% yield; for example, 0.34 means a 34% yield). (1) The reactants are [F:1][C:2]1[CH:7]=[CH:6][C:5]([C:8]2[NH:12][C:11]3[CH:13]=[CH:14][C:15]([C@@H:17]4[O:22][CH2:21][CH2:20][N:19](C(OC(C)(C)C)=O)[CH2:18]4)=[CH:16][C:10]=3[N:9]=2)=[CH:4][CH:3]=1.[ClH:30].CCOCC. The catalyst is O1CCOCC1. The product is [ClH:30].[F:1][C:2]1[CH:7]=[CH:6][C:5]([C:8]2[NH:12][C:11]3[CH:13]=[CH:14][C:15]([C@@H:17]4[O:22][CH2:21][CH2:20][NH:19][CH2:18]4)=[CH:16][C:10]=3[N:9]=2)=[CH:4][CH:3]=1. The yield is 0.760. (2) The reactants are [Cl:1][C:2]1[NH:3][C:4](Cl)([CH:10]=[CH2:11])[C:5]([O:8][CH3:9])=[CH:6][N:7]=1.[Cl:13]C1N=CC(OC)=C(Cl)N=1.C([Mg]Br)=C.ClC1C(=O)C(C#N)=C(C#N)C(=O)C=1Cl. The catalyst is O1CCCC1. The product is [Cl:1][C:2]1[N:3]=[C:4]([CH:10]=[CH2:11])[C:5]([O:8][CH3:9])=[C:6]([Cl:13])[N:7]=1. The yield is 0.600.